Dataset: Drug-target binding data from BindingDB using Kd measurements. Task: Regression. Given a target protein amino acid sequence and a drug SMILES string, predict the binding affinity score between them. We predict pKd (pKd = -log10(Kd in M); higher means stronger binding). Dataset: bindingdb_kd. (1) The small molecule is Cc1sc2c(c1C)C(c1ccc(Cl)cc1)=N[C@@H](CC(=O)OC(C)(C)C)c1nnc(C)n1-2. The target protein sequence is NPPPPETSNPNKPKRQTNQLQYLLRVVLKTLWKHQFAWPFQQPVDAVKLNLPDYYKIIKTPMDMGTIKKRLENNYYWNAQECIQDFNTMFTNCYIYNKPGADIVLMAEALEKLFLQKINELPT. The pKd is 7.4. (2) The compound is Cn1c(Nc2ccc(C(F)(F)F)cc2)nc2cc(Oc3ccnc(-c4ncc(C(F)(F)F)[nH]4)c3)ccc21. The pKd is 5.0. The target protein (O60285) has sequence MEGAAAPVAGDRPDLGLGAPGSPREAVAGATAALEPRKPHGVKRHHHKHNLKHRYELQETLGKGTYGKVKRATERFSGRVVAIKSIRKDKIKDEQDMVHIRREIEIMSSLNHPHIISIYEVFENKDKIVIIMEYASKGELYDYISERRRLSERETRHFFRQIVSAVHYCHKNGVVHRDLKLENILLDDNCNIKIADFGLSNLYQKDKFLQTFCGSPLYASPEIVNGRPYRGPEVDSWALGVLLYTLVYGTMPFDGFDHKNLIRQISSGEYREPTQPSDARGLIRWMLMVNPDRRATIEDIANHWWVNWGYKSSVCDCDALHDSESPLLARIIDWHHRSTGLQADTEAKMKGLAKPTTSEVMLERQRSLKKSKKENDFAQSGQDAVPESPSKLSSKRPKGILKKRSNSEHRSHSTGFIEGVVGPALPSTFKMEQDLCRTGVLLPSSPEAEVPGKLSPKQSATMPKKGILKKTQQRESGYYSSPERSESSELLDSNDVMGSS....